From a dataset of Forward reaction prediction with 1.9M reactions from USPTO patents (1976-2016). Predict the product of the given reaction. (1) Given the reactants Br[CH2:2][CH2:3][N:4]1[C:8]([CH2:9]Br)=[CH:7][C:6]([N+:11]([O-:13])=[O:12])=[N:5]1.[F:14][CH:15]([F:18])[CH2:16][NH2:17].CS(C)=O, predict the reaction product. The product is: [F:14][CH:15]([F:18])[CH2:16][N:17]1[CH2:2][CH2:3][N:4]2[N:5]=[C:6]([N+:11]([O-:13])=[O:12])[CH:7]=[C:8]2[CH2:9]1. (2) The product is: [S:8]1[C:3]2[CH:4]=[CH:5][CH:6]=[CH:7][C:2]=2[N:1]=[C:9]1[C:10]1[CH:17]=[C:16]([CH3:18])[CH:15]=[C:12]([CH3:13])[C:11]=1[OH:19]. Given the reactants [NH2:1][C:2]1[CH:7]=[CH:6][CH:5]=[CH:4][C:3]=1[SH:8].[CH3:9][C:10]1[CH:17]=[C:16]([CH3:18])[CH:15]=[C:12]([CH:13]=O)[C:11]=1[OH:19], predict the reaction product.